Dataset: Reaction yield outcomes from USPTO patents with 853,638 reactions. Task: Predict the reaction yield, written as a fraction of the theoretical maximum amount of product (1.0 means a 100% yield; for example, 0.34 means a 34% yield). The yield is 0.0300. The catalyst is C(O)C. The product is [F:1][C:2]1[CH:3]=[CH:4][C:5]([NH:8][C:9]2[N:17]=[C:16]3[C:12]([N:13]=[C:14]([C:19]4[CH:24]=[CH:23][N:22]=[C:21]([CH2:25][OH:26])[CH:20]=4)[N:15]3[CH3:18])=[CH:11][N:10]=2)=[CH:6][CH:7]=1. The reactants are [F:1][C:2]1[CH:7]=[CH:6][C:5]([NH:8][C:9]2[N:17]=[C:16]3[C:12]([N:13]=[C:14]([C:19]4[CH:24]=[CH:23][N:22]=[C:21]([C:25](OCC)=[O:26])[CH:20]=4)[N:15]3[CH3:18])=[CH:11][N:10]=2)=[CH:4][CH:3]=1.[BH4-].[Na+].